Dataset: Forward reaction prediction with 1.9M reactions from USPTO patents (1976-2016). Task: Predict the product of the given reaction. (1) Given the reactants [N:1]1([C@:4]23[CH2:40][CH2:39][C@@H:38]([C:41]([CH3:43])=[CH2:42])[C@@H:5]2[C@@H:6]2[C@@:19]([CH3:22])([CH2:20][CH2:21]3)[C@@:18]3([CH3:23])[C@@H:9]([C@:10]4([CH3:37])[C@@H:15]([CH2:16][CH2:17]3)[C:14]([CH3:25])([CH3:24])[C:13]([C:26]3[CH2:31][CH2:30][CH:29]([C:32]([O:34][CH2:35][CH3:36])=[O:33])[CH2:28][CH:27]=3)=[CH:12][CH2:11]4)[CH2:8][CH2:7]2)[CH2:3][CH2:2]1.C([N:47]([CH2:51][CH3:52])[CH:48]([CH3:50])[CH3:49])(C)C.C1C[O:56]CC1, predict the reaction product. The product is: [CH:52]12[CH2:49][CH:48]([N:47]([CH2:2][CH2:3][NH:1][C@:4]34[CH2:40][CH2:39][C@@H:38]([C:41]([CH3:43])=[CH2:42])[C@@H:5]3[C@@H:6]3[C@@:19]([CH3:22])([CH2:20][CH2:21]4)[C@@:18]4([CH3:23])[C@@H:9]([C@:10]5([CH3:37])[C@@H:15]([CH2:16][CH2:17]4)[C:14]([CH3:25])([CH3:24])[C:13]([C:26]4[CH2:31][CH2:30][CH:29]([C:32]([O:34][CH2:35][CH3:36])=[O:33])[CH2:28][CH:27]=4)=[CH:12][CH2:11]5)[CH2:8][CH2:7]3)[CH2:51]1)[CH2:50][O:56]2. (2) Given the reactants [NH2:1][C:2]1[CH:7]=[CH:6][C:5]([Cl:8])=[CH:4][N:3]=1.[CH:9]([O:16][CH2:17][CH3:18])([O:13]CC)OCC.[N+:19]([CH2:22][C:23](OCC)=O)([O-])=O.[C:28](O)(=O)C, predict the reaction product. The product is: [CH2:17]([O:16][C:9]([C:22]1[N:19]=[CH:28][N:1]([C:2]2[CH:7]=[CH:6][C:5]([Cl:8])=[CH:4][N:3]=2)[CH:23]=1)=[O:13])[CH3:18]. (3) Given the reactants [N+:1]([C:4]1[CH:9]=[CH:8][CH:7]=[CH:6][C:5]=1[O:10][C:11]1[CH:12]=[C:13]2[C:18](=[CH:19][CH:20]=1)[O:17][CH:16]([C:21]1[CH:26]=[CH:25][CH:24]=[CH:23][CH:22]=1)[CH2:15][CH2:14]2)([O-:3])=[O:2].OC1C=C2C(=CC=1)OC(C1C=CC=CC=1)CC2.[OH-].[K+].ClC1C=CC([C:51]#[N:52])=CC=1[N+]([O-])=O, predict the reaction product. The product is: [C:51]([C:8]1[CH:7]=[CH:6][C:5]([O:10][C:11]2[CH:12]=[C:13]3[C:18](=[CH:19][CH:20]=2)[O:17][CH:16]([C:21]2[CH:26]=[CH:25][CH:24]=[CH:23][CH:22]=2)[CH2:15][CH2:14]3)=[C:4]([N+:1]([O-:3])=[O:2])[CH:9]=1)#[N:52]. (4) The product is: [C:4]([Si:1]([CH3:3])([CH3:2])[O:13][CH2:9][CH:10]([OH:12])[CH3:11])([CH3:7])([CH3:6])[CH3:5]. Given the reactants [Si:1](Cl)([C:4]([CH3:7])([CH3:6])[CH3:5])([CH3:3])[CH3:2].[CH2:9]([OH:13])[CH:10]([OH:12])[CH3:11].C(N(CC)CC)C, predict the reaction product. (5) Given the reactants Br[C:2]1[CH:7]=[CH:6][CH:5]=[CH:4][C:3]=1[CH2:8][C:9]([F:12])([F:11])[F:10].C(P(C(C)(C)C)C(C)(C)C)(C)(C)C.C([O:28][CH2:29][CH3:30])C.[F-].[K+], predict the reaction product. The product is: [F:10][C:9]([F:12])([F:11])[CH2:8][C:3]1[CH:4]=[CH:5][CH:6]=[CH:7][C:2]=1[CH:30]1[CH2:29][O:28]1.